This data is from Full USPTO retrosynthesis dataset with 1.9M reactions from patents (1976-2016). The task is: Predict the reactants needed to synthesize the given product. (1) The reactants are: [Cl:1][C:2]1[CH:7]=[CH:6][C:5]([CH:8]2[C:15]3[C:14]([CH3:16])=[N:13][N:12]([CH:17]4[CH2:19][CH2:18]4)[C:11]=3[C:10](=[O:20])[N:9]2[C:21]2[CH:22]=[C:23]([N:31](C)[C:32](=O)OC(C)(C)C)[C:24]3[N:25]([C:27]([CH3:30])=[N:28][N:29]=3)[N:26]=2)=[CH:4][CH:3]=1.C(O)(C(F)(F)F)=O. Given the product [Cl:1][C:2]1[CH:7]=[CH:6][C:5]([CH:8]2[C:15]3[C:14]([CH3:16])=[N:13][N:12]([CH:17]4[CH2:18][CH2:19]4)[C:11]=3[C:10](=[O:20])[N:9]2[C:21]2[CH:22]=[C:23]([NH:31][CH3:32])[C:24]3[N:25]([C:27]([CH3:30])=[N:28][N:29]=3)[N:26]=2)=[CH:4][CH:3]=1, predict the reactants needed to synthesize it. (2) Given the product [C:49]([O:48][C:46]([N:53]1[CH2:54][CH2:55][N:56]([C:19](=[O:20])[C:18]2[CH:22]=[CH:23][C:15]([CH2:14][N:7]([CH2:6][C:2]3[NH:1][CH:5]=[CH:4][N:3]=3)[CH2:8][C:9]3[NH:10][CH:11]=[CH:12][N:13]=3)=[CH:16][CH:17]=2)[CH2:57][CH2:58]1)=[O:47])([CH3:52])([CH3:51])[CH3:50], predict the reactants needed to synthesize it. The reactants are: [NH:1]1[CH:5]=[CH:4][N:3]=[C:2]1[CH2:6][N:7]([CH2:14][C:15]1[CH:23]=[CH:22][C:18]([C:19](O)=[O:20])=[CH:17][CH:16]=1)[CH2:8][C:9]1[NH:10][CH:11]=[CH:12][N:13]=1.CCN=C=NCCCN(C)C.Cl.C1C=CC2N(O)N=NC=2C=1.[C:46]([N:53]1[CH2:58][CH2:57][NH:56][CH2:55][CH2:54]1)([O:48][C:49]([CH3:52])([CH3:51])[CH3:50])=[O:47].